From a dataset of NCI-60 drug combinations with 297,098 pairs across 59 cell lines. Regression. Given two drug SMILES strings and cell line genomic features, predict the synergy score measuring deviation from expected non-interaction effect. (1) Cell line: SNB-75. Synergy scores: CSS=-2.67, Synergy_ZIP=0.134, Synergy_Bliss=-3.08, Synergy_Loewe=-3.09, Synergy_HSA=-4.26. Drug 2: CCC1(CC2CC(C3=C(CCN(C2)C1)C4=CC=CC=C4N3)(C5=C(C=C6C(=C5)C78CCN9C7C(C=CC9)(C(C(C8N6C)(C(=O)OC)O)OC(=O)C)CC)OC)C(=O)OC)O.OS(=O)(=O)O. Drug 1: C(=O)(N)NO. (2) Drug 1: CN(C)N=NC1=C(NC=N1)C(=O)N. Drug 2: CC1CCC2CC(C(=CC=CC=CC(CC(C(=O)C(C(C(=CC(C(=O)CC(OC(=O)C3CCCCN3C(=O)C(=O)C1(O2)O)C(C)CC4CCC(C(C4)OC)O)C)C)O)OC)C)C)C)OC. Cell line: TK-10. Synergy scores: CSS=9.93, Synergy_ZIP=-9.85, Synergy_Bliss=-6.91, Synergy_Loewe=-28.3, Synergy_HSA=-7.62. (3) Drug 1: C1=CC(=C2C(=C1NCCNCCO)C(=O)C3=C(C=CC(=C3C2=O)O)O)NCCNCCO. Drug 2: C1=CC(=CC=C1CC(C(=O)O)N)N(CCCl)CCCl.Cl. Cell line: HCT116. Synergy scores: CSS=56.4, Synergy_ZIP=1.06, Synergy_Bliss=1.96, Synergy_Loewe=-15.5, Synergy_HSA=5.13. (4) Drug 1: CC1=C(C=C(C=C1)NC2=NC=CC(=N2)N(C)C3=CC4=NN(C(=C4C=C3)C)C)S(=O)(=O)N.Cl. Drug 2: C1C(C(OC1N2C=NC3=C(N=C(N=C32)Cl)N)CO)O. Cell line: DU-145. Synergy scores: CSS=-5.47, Synergy_ZIP=1.84, Synergy_Bliss=-1.81, Synergy_Loewe=-3.38, Synergy_HSA=-4.75. (5) Drug 1: C1CC(C1)(C(=O)O)C(=O)O.[NH2-].[NH2-].[Pt+2]. Drug 2: CCC1=C2CN3C(=CC4=C(C3=O)COC(=O)C4(CC)O)C2=NC5=C1C=C(C=C5)O. Cell line: PC-3. Synergy scores: CSS=14.5, Synergy_ZIP=-4.20, Synergy_Bliss=-3.07, Synergy_Loewe=-14.1, Synergy_HSA=-1.35. (6) Drug 1: CC(C1=C(C=CC(=C1Cl)F)Cl)OC2=C(N=CC(=C2)C3=CN(N=C3)C4CCNCC4)N. Drug 2: CC1=C(C=C(C=C1)NC(=O)C2=CC=C(C=C2)CN3CCN(CC3)C)NC4=NC=CC(=N4)C5=CN=CC=C5. Cell line: 786-0. Synergy scores: CSS=-0.696, Synergy_ZIP=-2.00, Synergy_Bliss=-5.21, Synergy_Loewe=-5.02, Synergy_HSA=-4.79. (7) Drug 1: CN(C)C1=NC(=NC(=N1)N(C)C)N(C)C. Drug 2: CC1CCC2CC(C(=CC=CC=CC(CC(C(=O)C(C(C(=CC(C(=O)CC(OC(=O)C3CCCCN3C(=O)C(=O)C1(O2)O)C(C)CC4CCC(C(C4)OC)O)C)C)O)OC)C)C)C)OC. Cell line: COLO 205. Synergy scores: CSS=21.9, Synergy_ZIP=0.667, Synergy_Bliss=3.59, Synergy_Loewe=-35.3, Synergy_HSA=-2.15. (8) Cell line: U251. Synergy scores: CSS=43.6, Synergy_ZIP=-13.5, Synergy_Bliss=-10.9, Synergy_Loewe=-29.7, Synergy_HSA=-7.76. Drug 2: C1=NC2=C(N1)C(=S)N=CN2. Drug 1: CC1C(C(CC(O1)OC2CC(CC3=C2C(=C4C(=C3O)C(=O)C5=C(C4=O)C(=CC=C5)OC)O)(C(=O)C)O)N)O.Cl. (9) Drug 1: CN(CC1=CN=C2C(=N1)C(=NC(=N2)N)N)C3=CC=C(C=C3)C(=O)NC(CCC(=O)O)C(=O)O. Drug 2: C1C(C(OC1N2C=C(C(=O)NC2=O)F)CO)O. Cell line: SNB-75. Synergy scores: CSS=24.1, Synergy_ZIP=-10.4, Synergy_Bliss=-7.54, Synergy_Loewe=-17.1, Synergy_HSA=-6.35.